Predict the reactants needed to synthesize the given product. From a dataset of Full USPTO retrosynthesis dataset with 1.9M reactions from patents (1976-2016). Given the product [C:13]([O:17][C:18]([N:20]1[C@H:27]([CH2:28][NH:29][C:10]([C:9]2[N:8]3[C:4]([S:5][CH:6]=[CH:7]3)=[N:3][C:2]=2[CH3:1])=[O:12])[CH2:26][C@H:25]2[C@@H:21]1[CH2:22][CH2:23][CH2:24]2)=[O:19])([CH3:16])([CH3:15])[CH3:14], predict the reactants needed to synthesize it. The reactants are: [CH3:1][C:2]1[N:3]=[C:4]2[N:8]([C:9]=1[C:10]([OH:12])=O)[CH:7]=[CH:6][S:5]2.[C:13]([O:17][C:18]([N:20]1[C@H:27]([CH2:28][NH2:29])[CH2:26][C@H:25]2[C@@H:21]1[CH2:22][CH2:23][CH2:24]2)=[O:19])([CH3:16])([CH3:15])[CH3:14].